From a dataset of Full USPTO retrosynthesis dataset with 1.9M reactions from patents (1976-2016). Predict the reactants needed to synthesize the given product. (1) Given the product [CH3:6][C:2]([S:7]([C:10]1[CH:15]=[CH:14][CH:13]=[C:12]([C:16]([F:18])([F:19])[F:17])[CH:11]=1)(=[O:9])=[O:8])([CH3:1])[CH2:3][CH2:4][NH:5][C:22](=[O:21])[O:24][C:25]([CH3:28])([CH3:27])[CH3:26], predict the reactants needed to synthesize it. The reactants are: [CH3:1][C:2]([S:7]([C:10]1[CH:15]=[CH:14][CH:13]=[C:12]([C:16]([F:19])([F:18])[F:17])[CH:11]=1)(=[O:9])=[O:8])([CH3:6])[CH2:3][CH2:4][NH2:5].C(=O)([O-])[O:21][C:22]([O:24][C:25]([CH3:28])([CH3:27])[CH3:26])=O. (2) Given the product [Br:2][C:3]1[CH:8]=[CH:7][CH:6]=[CH:5][C:4]=1[NH:9][NH2:10], predict the reactants needed to synthesize it. The reactants are: Cl.[Br:2][C:3]1[CH:8]=[CH:7][CH:6]=[CH:5][C:4]=1[NH:9][NH2:10].[OH-].[Na+].